This data is from Forward reaction prediction with 1.9M reactions from USPTO patents (1976-2016). The task is: Predict the product of the given reaction. (1) Given the reactants Cl.[NH2:2][C@H:3]1[C@H:7]([C:8]2[CH:13]=[CH:12][CH:11]=[CH:10][CH:9]=2)[CH2:6][N:5]([CH2:14][C:15]#[N:16])[CH2:4]1.CC(N(C)C)=O.[C:23]1([N:29]2[C:33]([NH:34][C:35](=O)[O:36]C3C=CC=CC=3)=[C:32]3[CH2:44][CH2:45][CH2:46][C:31]3=[N:30]2)[CH:28]=[CH:27][CH:26]=[CH:25][CH:24]=1.CCN(C(C)C)C(C)C, predict the reaction product. The product is: [C:15]([CH2:14][N:5]1[CH2:6][C@@H:7]([C:8]2[CH:13]=[CH:12][CH:11]=[CH:10][CH:9]=2)[C@H:3]([NH:2][C:35]([NH:34][C:33]2[N:29]([C:23]3[CH:24]=[CH:25][CH:26]=[CH:27][CH:28]=3)[N:30]=[C:31]3[CH2:46][CH2:45][CH2:44][C:32]=23)=[O:36])[CH2:4]1)#[N:16]. (2) Given the reactants [F:1][C:2]1[CH:3]=[C:4]([CH:9]([N:14]2[C:22](=[O:23])[C:21]3[C:16](=[CH:17][CH:18]=[CH:19][CH:20]=3)[C:15]2=[O:24])[CH2:10]C(O)=O)[CH:5]=[CH:6][C:7]=1[F:8].C([N:27]([CH2:30]C)CC)C.C1(P(N=[N+]=[N-])(C2C=CC=CC=2)=[O:39])C=CC=CC=1.[C:49]([OH:53])([CH3:52])([CH3:51])[CH3:50], predict the reaction product. The product is: [C:49]([O:53][C:30](=[O:39])[NH:27][CH2:10][CH:9]([C:4]1[CH:5]=[CH:6][C:7]([F:8])=[C:2]([F:1])[CH:3]=1)[N:14]1[C:15](=[O:24])[C:16]2[C:21](=[CH:20][CH:19]=[CH:18][CH:17]=2)[C:22]1=[O:23])([CH3:52])([CH3:51])[CH3:50]. (3) Given the reactants [F:1][C:2]([F:23])([F:22])[C:3]1[CH:17]=[C:16]([C:18]([F:21])([F:20])[F:19])[CH:15]=[CH:14][C:4]=1[CH2:5][N:6]1[CH2:11][CH2:10][CH:9]([CH:12]=O)[CH2:8][CH2:7]1.[CH2:24]([N:26]([CH2:39][CH3:40])[CH2:27][CH2:28][O:29][CH2:30][CH2:31][NH:32][C:33]1[CH2:37][S:36][C:35](=[O:38])[N:34]=1)[CH3:25].C([O-])(=O)C.[NH2+]1CCCCC1, predict the reaction product. The product is: [F:23][C:2]([F:1])([F:22])[C:3]1[CH:17]=[C:16]([C:18]([F:21])([F:20])[F:19])[CH:15]=[CH:14][C:4]=1[CH2:5][N:6]1[CH2:11][CH2:10][CH:9](/[CH:12]=[C:37]2/[C:33]([NH:32][CH2:31][CH2:30][O:29][CH2:28][CH2:27][N:26]([CH2:24][CH3:25])[CH2:39][CH3:40])=[N:34][C:35](=[O:38])[S:36]/2)[CH2:8][CH2:7]1. (4) Given the reactants [C:1]([O:5][C@@H:6]1[CH2:10][C:9](=[O:11])[N:8]([CH3:12])[C:7]1=[O:13])(=[O:4])[CH:2]=[CH2:3].[CH:14]1[CH2:18][CH:17]=[CH:16]C=1.[CH2:19](Cl)Cl.CCCCCC, predict the reaction product. The product is: [C@H:3]12[CH2:19][C@H:18]([CH:17]=[CH:16]1)[CH2:14][C@@H:2]2[C:1]([O:5][C@@H:6]1[CH2:10][C:9](=[O:11])[N:8]([CH3:12])[C:7]1=[O:13])=[O:4]. (5) Given the reactants [N:1]1[C:10]2[C:5](=[CH:6][C:7]([OH:11])=[CH:8][CH:9]=2)[CH:4]=[CH:3][CH:2]=1.[CH2:12]([N:19]=[C:20]=[O:21])[CH2:13][CH2:14][CH2:15][CH2:16][CH2:17][CH3:18].N1C=CC=CC=1, predict the reaction product. The product is: [N:1]1[C:10]2[C:5](=[CH:6][C:7]([O:11][C:20](=[O:21])[NH:19][CH2:12][CH2:13][CH2:14][CH2:15][CH2:16][CH2:17][CH3:18])=[CH:8][CH:9]=2)[CH:4]=[CH:3][CH:2]=1.